This data is from Full USPTO retrosynthesis dataset with 1.9M reactions from patents (1976-2016). The task is: Predict the reactants needed to synthesize the given product. (1) Given the product [Cl:12][C:13]1[CH:23]=[C:22]([Cl:24])[CH:21]=[CH:20][C:14]=1[C:15]1[CH:16]=[CH:26][NH:25][C:27]=1[C:28]([O:30][CH2:31][C:32]1[CH:37]=[CH:36][CH:35]=[CH:34][CH:33]=1)=[O:29], predict the reactants needed to synthesize it. The reactants are: C1CCN2C(=NCCC2)CC1.[Cl:12][C:13]1[CH:23]=[C:22]([Cl:24])[CH:21]=[CH:20][C:14]=1[CH:15]=[CH:16][N+]([O-])=O.[N+:25]([CH2:27][C:28]([O:30][CH2:31][C:32]1[CH:37]=[CH:36][CH:35]=[CH:34][CH:33]=1)=[O:29])#[C-:26]. (2) Given the product [F:19][C:18]([F:21])([F:20])[C:16]([OH:22])=[O:17].[CH3:14][C@@H:8]([NH2:7])[CH2:9][C:10]([CH3:13])([CH3:12])[CH3:11], predict the reactants needed to synthesize it. The reactants are: C(OC(=O)[NH:7][C@H:8]([CH3:14])[CH2:9][C:10]([CH3:13])([CH3:12])[CH3:11])(C)(C)C.[C:16]([OH:22])([C:18]([F:21])([F:20])[F:19])=[O:17]. (3) Given the product [C:26]([NH:30][S:31]([C:34]1[S:38][C:37]([C:2]2[N:7]=[C:6]([NH:8][C:9]3[CH:13]=[C:12]([CH:14]4[CH2:16][CH2:15]4)[NH:11][N:10]=3)[C:5]([CH2:17][O:18][Si:19]([C:22]([CH3:25])([CH3:24])[CH3:23])([CH3:21])[CH3:20])=[CH:4][N:3]=2)=[CH:36][CH:35]=1)(=[O:32])=[O:33])([CH3:29])([CH3:27])[CH3:28], predict the reactants needed to synthesize it. The reactants are: Br[C:2]1[N:7]=[C:6]([NH:8][C:9]2[CH:13]=[C:12]([CH:14]3[CH2:16][CH2:15]3)[NH:11][N:10]=2)[C:5]([CH2:17][O:18][Si:19]([C:22]([CH3:25])([CH3:24])[CH3:23])([CH3:21])[CH3:20])=[CH:4][N:3]=1.[C:26]([NH:30][S:31]([C:34]1[S:38][C:37](B(O)O)=[CH:36][CH:35]=1)(=[O:33])=[O:32])([CH3:29])([CH3:28])[CH3:27].C([O-])([O-])=O.[K+].[K+]. (4) Given the product [CH3:3][C:2]([C:1]([O:6][CH:7]1[C@@:12]2([CH3:23])[C:14]([CH3:15])([CH3:13])[C@H:9]([CH2:10][CH2:11]2)[CH2:8]1)=[O:5])=[CH2:4], predict the reactants needed to synthesize it. The reactants are: [C:1]([O:6][CH:7]1[CH2:12][CH2:11][CH2:10][CH2:9][CH2:8]1)(=[O:5])[C:2]([CH3:4])=[CH2:3].[C:13](OCC(C)C)(=O)[C:14](C)=[CH2:15].[C:23](O)(=O)CS. (5) The reactants are: [Br:1][C:2]1[CH:7]=[CH:6][C:5]([CH:8]2[CH2:10][O:9]2)=[CH:4][C:3]=1[Cl:11].[NH2:12][CH2:13][CH2:14][OH:15]. Given the product [Br:1][C:2]1[CH:7]=[CH:6][C:5]([CH:8]([OH:9])[CH2:10][NH:12][CH2:13][CH2:14][OH:15])=[CH:4][C:3]=1[Cl:11], predict the reactants needed to synthesize it.